Dataset: Reaction yield outcomes from USPTO patents with 853,638 reactions. Task: Predict the reaction yield, written as a fraction of the theoretical maximum amount of product (1.0 means a 100% yield; for example, 0.34 means a 34% yield). (1) The reactants are [OH:1][CH:2]([C:4]1[O:5][C:6](=[O:21])[C:7]2[C:12]([C:13]=1[C:14]1[S:18][C:17]([CH:19]=O)=[CH:16][CH:15]=1)=[CH:11][CH:10]=[CH:9][CH:8]=2)[CH3:3].C(O)(=O)C.[N:26]1([C:32]([O:34][CH2:35][C:36]2[CH:41]=[CH:40][CH:39]=[CH:38][CH:37]=2)=[O:33])[CH2:31][CH2:30][NH:29][CH2:28][CH2:27]1.[Na].C([O-])(O)=O.[Na+]. The catalyst is C(Cl)Cl. The product is [OH:1][CH:2]([C:4]1[O:5][C:6](=[O:21])[C:7]2[C:12]([C:13]=1[C:14]1[S:18][C:17]([CH2:19][N:29]3[CH2:30][CH2:31][N:26]([C:32]([O:34][CH2:35][C:36]4[CH:41]=[CH:40][CH:39]=[CH:38][CH:37]=4)=[O:33])[CH2:27][CH2:28]3)=[CH:16][CH:15]=1)=[CH:11][CH:10]=[CH:9][CH:8]=2)[CH3:3]. The yield is 0.689. (2) The reactants are [N:1]([CH2:4][C@@H:5]([C:14]1[CH:23]=[CH:22][C:21]([O:24]CC2C=CC=CC=2)=[C:20]2[C:15]=1[CH:16]=[CH:17][C:18](=[O:32])[NH:19]2)[O:6][Si:7]([C:10]([CH3:13])([CH3:12])[CH3:11])([CH3:9])[CH3:8])=[N+]=[N-].[CH:33]([O-:35])=[O:34].[NH4+]. The catalyst is [Pd].CO. The product is [CH:33]([OH:35])=[O:34].[NH2:1][CH2:4][C@@H:5]([C:14]1[CH:23]=[CH:22][C:21]([OH:24])=[C:20]2[C:15]=1[CH:16]=[CH:17][C:18](=[O:32])[NH:19]2)[O:6][Si:7]([C:10]([CH3:13])([CH3:12])[CH3:11])([CH3:9])[CH3:8]. The yield is 0.860. (3) The reactants are [C:1]([O:5][C:6]([C:8]1[CH:9]=[C:10]([CH:40]=[CH:41][CH:42]=1)[CH2:11][N:12]1[C:16](=[O:17])[C:15]2([CH2:22][CH2:21][N:20](C(OCC3C=CC=CC=3)=O)[CH2:19][CH2:18]2)[N:14]([C:33]2[CH:38]=[CH:37][C:36]([F:39])=[CH:35][CH:34]=2)[CH2:13]1)=[O:7])([CH3:4])([CH3:3])[CH3:2]. The catalyst is CO.[Pd]. The product is [F:39][C:36]1[CH:35]=[CH:34][C:33]([N:14]2[C:15]3([CH2:18][CH2:19][NH:20][CH2:21][CH2:22]3)[C:16](=[O:17])[N:12]([CH2:11][C:10]3[CH:9]=[C:8]([CH:42]=[CH:41][CH:40]=3)[C:6]([O:5][C:1]([CH3:2])([CH3:3])[CH3:4])=[O:7])[CH2:13]2)=[CH:38][CH:37]=1. The yield is 0.990. (4) The reactants are [Si]([O:8][CH2:9][CH2:10][C:11]1([C:23]2[CH:28]=[CH:27][CH:26]=[CH:25][CH:24]=2)[O:16][CH2:15][N:14]([C:17](=[O:22])[C:18]([CH3:21])([CH3:20])[CH3:19])[CH2:13][CH2:12]1)(C(C)(C)C)(C)C.[F-].C([N+](CCCC)(CCCC)CCCC)CCC.C1COCC1.C([O-])(O)=O.[Na+]. No catalyst specified. The product is [CH3:19][C:18]([CH3:21])([CH3:20])[C:17]([N:14]1[CH2:13][CH2:12][C:11]([CH2:10][CH2:9][OH:8])([C:23]2[CH:28]=[CH:27][CH:26]=[CH:25][CH:24]=2)[O:16][CH2:15]1)=[O:22]. The yield is 1.00. (5) The reactants are [Si]([O:18][CH:19]1[CH2:22][N:21]([C:23]2[S:24][CH:25]=[C:26]([C:28](=[O:48])[NH:29][C@@H:30]3[CH2:34][CH2:33][N:32]([C:35]([O:37][CH2:38][C:39]4[CH:44]=[CH:43][C:42]([N+:45]([O-:47])=[O:46])=[CH:41][CH:40]=4)=[O:36])[CH2:31]3)[N:27]=2)[CH2:20]1)(C(C)(C)C)(C1C=CC=CC=1)C1C=CC=CC=1.C(O)(=O)C.[F-].C([N+](CCCC)(CCCC)CCCC)CCC. The catalyst is O1CCCC1. The product is [OH:18][CH:19]1[CH2:20][N:21]([C:23]2[S:24][CH:25]=[C:26]([C:28](=[O:48])[NH:29][C@@H:30]3[CH2:34][CH2:33][N:32]([C:35]([O:37][CH2:38][C:39]4[CH:44]=[CH:43][C:42]([N+:45]([O-:47])=[O:46])=[CH:41][CH:40]=4)=[O:36])[CH2:31]3)[N:27]=2)[CH2:22]1. The yield is 0.980.